Dataset: Forward reaction prediction with 1.9M reactions from USPTO patents (1976-2016). Task: Predict the product of the given reaction. Given the reactants [Na].[N+](C(C)C)([O-])=[O:3].[Br:8][C:9]1[C:18]([CH2:19]Br)=[CH:17][C:16]2[C:15]([CH3:22])([CH3:21])[CH2:14][CH2:13][C:12]([CH3:24])([CH3:23])[C:11]=2[CH:10]=1, predict the reaction product. The product is: [Br:8][C:9]1[C:18]([CH:19]=[O:3])=[CH:17][C:16]2[C:15]([CH3:22])([CH3:21])[CH2:14][CH2:13][C:12]([CH3:24])([CH3:23])[C:11]=2[CH:10]=1.